This data is from Full USPTO retrosynthesis dataset with 1.9M reactions from patents (1976-2016). The task is: Predict the reactants needed to synthesize the given product. (1) Given the product [NH2:1][C:2]1[N:3]=[C:4]([N:9]2[CH2:14][CH2:13][CH2:12][CH2:11][CH2:10]2)[N:5]=[C:6]([CH:15]=[CH2:16])[N:7]=1, predict the reactants needed to synthesize it. The reactants are: [NH2:1][C:2]1[N:7]=[C:6](Cl)[N:5]=[C:4]([N:9]2[CH2:14][CH2:13][CH2:12][CH2:11][CH2:10]2)[N:3]=1.[CH2:15]([Sn](CCCC)(CCCC)C=C)[CH2:16]CC. (2) The reactants are: [CH3:1][C:2]1([C:7]2[O:11][C:10]([CH2:12][N:13]3[CH:17]=[CH:16][C:15]([NH2:18])=[N:14]3)=[CH:9][CH:8]=2)[O:6]CCO1.[Cl:19][C:20]1[CH:25]=[CH:24][CH:23]=[C:22]([F:26])[C:21]=1/[CH:27]=[CH:28]/[C:29](O)=[O:30]. Given the product [C:2]([C:7]1[O:11][C:10]([CH2:12][N:13]2[CH:17]=[CH:16][C:15]([NH:18][C:29](=[O:30])/[CH:28]=[CH:27]/[C:21]3[C:22]([F:26])=[CH:23][CH:24]=[CH:25][C:20]=3[Cl:19])=[N:14]2)=[CH:9][CH:8]=1)(=[O:6])[CH3:1], predict the reactants needed to synthesize it. (3) The reactants are: [F:1][C:2]([F:22])([F:21])[O:3][C:4]1[CH:9]=[CH:8][C:7]([N:10]2[CH2:14][CH2:13][C:12]3([CH2:19][CH2:18][NH:17][CH2:16][CH2:15]3)[C:11]2=[O:20])=[CH:6][CH:5]=1.O=C(Cl)[O:25][C:26](Cl)(Cl)Cl.[CH3:31][NH:32][CH2:33][CH2:34][CH2:35][CH2:36][CH3:37]. Given the product [CH3:31][N:32]([CH2:33][CH2:34][CH2:35][CH2:36][CH3:37])[C:26]([N:17]1[CH2:16][CH2:15][C:12]2([C:11](=[O:20])[N:10]([C:7]3[CH:8]=[CH:9][C:4]([O:3][C:2]([F:1])([F:21])[F:22])=[CH:5][CH:6]=3)[CH2:14][CH2:13]2)[CH2:19][CH2:18]1)=[O:25], predict the reactants needed to synthesize it. (4) Given the product [CH3:1][O:2][C:3]([C:5]1[S:6][C:7]([C:21]([CH:23]2[CH2:28][CH2:27][O:26][CH2:25][CH2:24]2)=[O:22])=[CH:8][C:9]=1[NH:10][C:11](=[O:16])[C:12]([F:13])([F:14])[F:15])=[O:4], predict the reactants needed to synthesize it. The reactants are: [CH3:1][O:2][C:3]([C:5]1[S:6][CH:7]=[CH:8][C:9]=1[NH:10][C:11](=[O:16])[C:12]([F:15])([F:14])[F:13])=[O:4].COCN[C:21]([CH:23]1[CH2:28][CH2:27][O:26][CH2:25][CH2:24]1)=[O:22]. (5) The reactants are: [CH3:1][C:2]1[N:3]=[CH:4][N:5]([C:7]2[CH:12]=[CH:11][C:10]([C:13]3[C:14](=[O:23])[NH:15][C:16]4([CH2:22][CH2:21][CH2:20][O:19][CH2:18]4)[N:17]=3)=[CH:9][CH:8]=2)[CH:6]=1.[H-].[Na+].Br[CH2:27][C:28]([NH:30][C:31]1[CH:36]=[CH:35][CH:34]=[C:33]([C:37]([F:40])([F:39])[F:38])[CH:32]=1)=[O:29].O. Given the product [CH3:1][C:2]1[N:3]=[CH:4][N:5]([C:7]2[CH:12]=[CH:11][C:10]([C:13]3[C:14](=[O:23])[N:15]([CH2:27][C:28]([NH:30][C:31]4[CH:36]=[CH:35][CH:34]=[C:33]([C:37]([F:38])([F:39])[F:40])[CH:32]=4)=[O:29])[C:16]4([CH2:22][CH2:21][CH2:20][O:19][CH2:18]4)[N:17]=3)=[CH:9][CH:8]=2)[CH:6]=1, predict the reactants needed to synthesize it. (6) Given the product [CH:13]1([NH:10][CH2:8][C:7]2[C:2]([NH2:1])=[N:3][CH:4]=[CH:5][CH:6]=2)[CH2:12][CH2:16]1, predict the reactants needed to synthesize it. The reactants are: [NH2:1][C:2]1[C:7]([C:8]([NH2:10])=O)=[CH:6][CH:5]=[CH:4][N:3]=1.B.[CH2:12]1[CH2:16]OC[CH2:13]1.CO. (7) Given the product [CH:1]([N:14]1[CH2:15][CH2:16][N:17]([CH2:20][CH:21]2[O:25][C:24](=[O:26])[N:23]([CH2:27][CH2:54][C:55]3[CH:60]=[CH:59][C:58]([F:61])=[CH:57][CH:56]=3)[CH2:22]2)[CH2:18][CH2:19]1)([C:2]1[CH:7]=[CH:6][CH:5]=[CH:4][CH:3]=1)[C:8]1[CH:13]=[CH:12][CH:11]=[CH:10][CH:9]=1, predict the reactants needed to synthesize it. The reactants are: [CH:1]([N:14]1[CH2:19][CH2:18][N:17]([CH2:20][CH:21]2[O:25][C:24](=[O:26])[N:23]([CH2:27]C3C=CC(F)=CC=3)[CH2:22]2)[CH2:16][CH2:15]1)([C:8]1[CH:13]=[CH:12][CH:11]=[CH:10][CH:9]=1)[C:2]1[CH:7]=[CH:6][CH:5]=[CH:4][CH:3]=1.CC1C=CC(S(OCC2OC(=O)N(C[CH2:54][C:55]3[CH:60]=[CH:59][C:58]([F:61])=[CH:57][CH:56]=3)C2)(=O)=O)=CC=1.COS(C1C=CC(C)=CC=1)(=O)=O. (8) Given the product [CH2:1]([C:5]1[N:6]=[C:7]([NH:21][CH2:22][C:23]2[CH:28]=[CH:27][C:26]([O:29][CH3:30])=[C:25]([O:31][CH3:32])[CH:24]=2)[C:8]2[NH:13][N:12]=[C:11]([C:14]#[C:15][CH2:16][CH2:17][CH2:18][CH2:19][N:35]3[CH2:36][CH2:37][CH2:34][CH2:33]3)[C:9]=2[N:10]=1)[CH2:2][CH2:3][CH3:4], predict the reactants needed to synthesize it. The reactants are: [CH2:1]([C:5]1[N:6]=[C:7]([NH:21][CH2:22][C:23]2[CH:28]=[CH:27][C:26]([O:29][CH3:30])=[C:25]([O:31][CH3:32])[CH:24]=2)[C:8]2[NH:13][N:12]=[C:11]([C:14]#[C:15][CH2:16][CH2:17][CH2:18][CH2:19]Cl)[C:9]=2[N:10]=1)[CH2:2][CH2:3][CH3:4].[CH2:33]([N:35](CC)[CH2:36][CH3:37])[CH3:34].N1CCCC1. (9) Given the product [CH3:49][C@:16]12[C@@:15]3([CH3:50])[C@@H:24]([C@:25]4([CH3:28])[C@@H:12]([CH2:13][CH2:14]3)[C:11]([CH3:51])([CH3:52])[C:10]([C:7]3[CH:8]=[CH:9][C:4]([C:1]([OH:3])=[O:2])=[CH:5][CH:6]=3)=[CH:27][CH2:26]4)[CH2:23][CH2:22][C@@H:21]1[C@H:20]1[C@H:29]([C:32]([CH3:34])=[CH2:33])[CH2:30][CH2:31][C@:19]1([C:35](=[O:36])[NH:37][CH2:38][CH2:39][NH:40][CH2:41][CH2:42][S:56]([OH:59])(=[O:58])=[O:57])[CH2:18][CH2:17]2, predict the reactants needed to synthesize it. The reactants are: [C:1]([C:4]1[CH:9]=[CH:8][C:7]([C:10]2[C:11]([CH3:52])([CH3:51])[C@H:12]3[C@:25]([CH3:28])([CH2:26][CH:27]=2)[C@@H:24]2[C@:15]([CH3:50])([C@@:16]4([CH3:49])[C@H:21]([CH2:22][CH2:23]2)[C@H:20]2[C@H:29]([C:32]([CH3:34])=[CH2:33])[CH2:30][CH2:31][C@:19]2([C:35]([NH:37][CH2:38][CH2:39][N:40](CC(O)=O)[CH2:41][C:42](O)=O)=[O:36])[CH2:18][CH2:17]4)[CH2:14][CH2:13]3)=[CH:6][CH:5]=1)([OH:3])=[O:2].BrCC[S:56]([OH:59])(=[O:58])=[O:57].